Dataset: Reaction yield outcomes from USPTO patents with 853,638 reactions. Task: Predict the reaction yield, written as a fraction of the theoretical maximum amount of product (1.0 means a 100% yield; for example, 0.34 means a 34% yield). (1) The reactants are C([O:3][C:4](=[O:22])[CH:5]([CH3:21])[CH2:6][C:7]1[N:8]([CH:18]2[CH2:20][CH2:19]2)[C:9]([C:12]2[CH:17]=[CH:16][N:15]=[CH:14][CH:13]=2)=[N:10][CH:11]=1)C.[OH-].[Na+]. The catalyst is CO. The product is [CH:18]1([N:8]2[C:7]([CH2:6][CH:5]([CH3:21])[C:4]([OH:22])=[O:3])=[CH:11][N:10]=[C:9]2[C:12]2[CH:17]=[CH:16][N:15]=[CH:14][CH:13]=2)[CH2:19][CH2:20]1. The yield is 0.760. (2) The reactants are [N:1]1[CH:6]=[CH:5][N:4]=[CH:3][C:2]=1[C:7]([OH:9])=[O:8].[CH:10](=[O:17])[C:11]1[CH:16]=[CH:15][CH:14]=[CH:13][CH:12]=1.S(=O)(=O)(O)O.C(OOC(C)(C)C)(C)(C)C. The catalyst is O.C(O)(=O)C. The product is [C:10]([C:5]1[N:4]=[CH:3][C:2]([C:7]([OH:9])=[O:8])=[N:1][CH:6]=1)(=[O:17])[C:11]1[CH:16]=[CH:15][CH:14]=[CH:13][CH:12]=1. The yield is 0.360.